From a dataset of Reaction yield outcomes from USPTO patents with 853,638 reactions. Predict the reaction yield, written as a fraction of the theoretical maximum amount of product (1.0 means a 100% yield; for example, 0.34 means a 34% yield). The reactants are [CH3:1][C:2]([C:4]1[CH:9]=[C:8](Br)[CH:7]=[CH:6][C:5]=1[OH:11])=[O:3].[Cu](C#N)[C:13]#[N:14].CCOCC. The catalyst is CN(C=O)C. The product is [C:2]([C:4]1[CH:9]=[C:8]([CH:7]=[CH:6][C:5]=1[OH:11])[C:13]#[N:14])(=[O:3])[CH3:1]. The yield is 0.700.